From a dataset of Reaction yield outcomes from USPTO patents with 853,638 reactions. Predict the reaction yield, written as a fraction of the theoretical maximum amount of product (1.0 means a 100% yield; for example, 0.34 means a 34% yield). (1) The reactants are [N+:1]([C:4]1[CH:14]=[CH:13][CH:12]=[CH:11][C:5]=1[O:6][CH2:7][C@@H:8]1[CH2:10][O:9]1)([O-])=O.[H][H].[C:17](OC(=O)C)(=[O:19])[CH3:18].C(N(C(C)C)C(C)C)C. The catalyst is C(OCC)(=O)C.[Pt]. The product is [O:9]1[CH2:10][C@H:8]1[CH2:7][O:6][C:5]1[CH:11]=[CH:12][CH:13]=[CH:14][C:4]=1[NH:1][C:17](=[O:19])[CH3:18]. The yield is 0.600. (2) The reactants are [SH:1][C:2]1[CH:11]=[C:10]2[C:5]([C:6](=[O:22])[C:7]([C:20]#[N:21])=[CH:8][N:9]2COCC[Si](C)(C)C)=[CH:4][C:3]=1[N+:23]([O-])=O.O1CCC[CH2:27]1. The catalyst is CO. The product is [OH:22][C:6]1[C:5]2[CH:4]=[C:3]3[N:23]=[CH:27][S:1][C:2]3=[CH:11][C:10]=2[N:9]=[CH:8][C:7]=1[C:20]#[N:21]. The yield is 0.550. (3) The reactants are [H-].[Na+].[NH2:3][C:4]1[C:9]([Br:10])=[CH:8][C:7]([CH3:11])=[CH:6][N:5]=1.Cl[C:13]1[C:14](=[O:29])[N:15]([CH2:20][C:21]2[CH:26]=[CH:25][C:24]([O:27][CH3:28])=[CH:23][CH:22]=2)[CH:16]=[C:17]([Cl:19])[N:18]=1. The catalyst is O1CCCC1. The product is [Br:10][C:9]1[C:4]([NH:3][C:13]2[C:14](=[O:29])[N:15]([CH2:20][C:21]3[CH:22]=[CH:23][C:24]([O:27][CH3:28])=[CH:25][CH:26]=3)[CH:16]=[C:17]([Cl:19])[N:18]=2)=[N:5][CH:6]=[C:7]([CH3:11])[CH:8]=1. The yield is 0.560. (4) The product is [Br:8][C:7]1[C:2]([O:22][C:16]2[CH:21]=[CH:20][CH:19]=[CH:18][CH:17]=2)=[CH:3][C:4](=[O:15])[N:5]([C:9]2[CH:14]=[CH:13][CH:12]=[CH:11][CH:10]=2)[N:6]=1. The yield is 0.810. The reactants are Br[C:2]1[C:7]([Br:8])=[N:6][N:5]([C:9]2[CH:14]=[CH:13][CH:12]=[CH:11][CH:10]=2)[C:4](=[O:15])[CH:3]=1.[C:16]1([O-:22])[CH:21]=[CH:20][CH:19]=[CH:18][CH:17]=1.[Na+]. The catalyst is CC#N. (5) The reactants are [NH2:1][C:2]1[CH:7]=[CH:6][C:5]([CH2:8][CH2:9][CH2:10][C:11]([OH:13])=[O:12])=[CH:4][CH:3]=1.[C:14]1(=O)[CH2:17][CH2:16][CH2:15]1.[Si]([C:23]#[N:24])(C)(C)C. The catalyst is C(OCC)(=O)C. The product is [C:23]([C:14]1([NH:1][C:2]2[CH:3]=[CH:4][C:5]([CH2:8][CH2:9][CH2:10][C:11]([OH:13])=[O:12])=[CH:6][CH:7]=2)[CH2:17][CH2:16][CH2:15]1)#[N:24]. The yield is 0.740.